From a dataset of Reaction yield outcomes from USPTO patents with 853,638 reactions. Predict the reaction yield, written as a fraction of the theoretical maximum amount of product (1.0 means a 100% yield; for example, 0.34 means a 34% yield). (1) The reactants are Cl.Cl.[NH:3]1[CH2:8][CH2:7][CH:6]([O:9][C:10]2[CH:25]=[CH:24][C:13]([O:14][CH2:15][CH2:16][CH2:17][N:18]3[CH2:23][CH2:22][CH2:21][CH2:20][CH2:19]3)=[CH:12][CH:11]=2)[CH2:5][CH2:4]1.ClCCl.[CH2:29]([N:31]=[C:32]=[O:33])[CH3:30]. The catalyst is C(N(CC)CC)C. The product is [CH2:29]([NH:31][C:32]([N:3]1[CH2:4][CH2:5][CH:6]([O:9][C:10]2[CH:11]=[CH:12][C:13]([O:14][CH2:15][CH2:16][CH2:17][N:18]3[CH2:23][CH2:22][CH2:21][CH2:20][CH2:19]3)=[CH:24][CH:25]=2)[CH2:7][CH2:8]1)=[O:33])[CH3:30]. The yield is 0.720. (2) The reactants are [CH3:1][C:2]1[CH:11]=[CH:10][C:9]2[C:4](=[CH:5][CH:6]=[C:7]([CH3:15])[C:8]=2[N+:12]([O-])=O)[N:3]=1.[NH4+].[Cl-]. The catalyst is C(O)C.O.[Fe]. The product is [CH3:1][C:2]1[CH:11]=[CH:10][C:9]2[C:4](=[CH:5][CH:6]=[C:7]([CH3:15])[C:8]=2[NH2:12])[N:3]=1. The yield is 0.730. (3) The reactants are [F:1][C:2]1[CH:7]=[CH:6][C:5]([F:8])=[CH:4][C:3]=1[C@H:9]1[CH2:13][CH2:12][CH2:11][N:10]1[C:14]1[CH:19]=[CH:18][N:17]2[N:20]=[CH:21][C:22]([NH:23][C:24]([NH:26][C:27]3[CH:32]=[CH:31][CH:30]=[CH:29][CH:28]=3)=[O:25])=[C:16]2[N:15]=1.[S:33](=[O:37])(=[O:36])([OH:35])[OH:34]. The catalyst is CO. The product is [S:33]([OH:37])([OH:36])(=[O:35])=[O:34].[F:1][C:2]1[CH:7]=[CH:6][C:5]([F:8])=[CH:4][C:3]=1[C@H:9]1[CH2:13][CH2:12][CH2:11][N:10]1[C:14]1[CH:19]=[CH:18][N:17]2[N:20]=[CH:21][C:22]([NH:23][C:24]([NH:26][C:27]3[CH:28]=[CH:29][CH:30]=[CH:31][CH:32]=3)=[O:25])=[C:16]2[N:15]=1. The yield is 0.969. (4) The reactants are [CH:1]1([CH2:5][C:6]2([CH3:23])[C:15]3[C:10](=[CH:11][CH:12]=[CH:13][CH:14]=3)[C:9]([OH:16])=[C:8](C(OCC)=O)[C:7]2=[O:22])[CH2:4][CH2:3][CH2:2]1. The catalyst is O1CCOCC1.Cl.O. The product is [CH:1]1([CH2:5][C:6]2([CH3:23])[C:15]3[C:10](=[CH:11][CH:12]=[CH:13][CH:14]=3)[C:9]([OH:16])=[CH:8][C:7]2=[O:22])[CH2:2][CH2:3][CH2:4]1. The yield is 0.830.